This data is from NCI-60 drug combinations with 297,098 pairs across 59 cell lines. The task is: Regression. Given two drug SMILES strings and cell line genomic features, predict the synergy score measuring deviation from expected non-interaction effect. (1) Drug 1: CC12CCC(CC1=CCC3C2CCC4(C3CC=C4C5=CN=CC=C5)C)O. Drug 2: CC1=C(C=C(C=C1)NC(=O)C2=CC=C(C=C2)CN3CCN(CC3)C)NC4=NC=CC(=N4)C5=CN=CC=C5. Cell line: OVCAR-5. Synergy scores: CSS=12.5, Synergy_ZIP=2.05, Synergy_Bliss=3.12, Synergy_Loewe=-0.313, Synergy_HSA=1.28. (2) Drug 1: CCC1=CC2CC(C3=C(CN(C2)C1)C4=CC=CC=C4N3)(C5=C(C=C6C(=C5)C78CCN9C7C(C=CC9)(C(C(C8N6C)(C(=O)OC)O)OC(=O)C)CC)OC)C(=O)OC.C(C(C(=O)O)O)(C(=O)O)O. Drug 2: CC1CCCC2(C(O2)CC(NC(=O)CC(C(C(=O)C(C1O)C)(C)C)O)C(=CC3=CSC(=N3)C)C)C. Cell line: MDA-MB-435. Synergy scores: CSS=64.1, Synergy_ZIP=5.40, Synergy_Bliss=7.24, Synergy_Loewe=6.62, Synergy_HSA=7.02. (3) Drug 1: C1CN(CCN1C(=O)CCBr)C(=O)CCBr. Drug 2: CC1C(C(CC(O1)OC2CC(CC3=C2C(=C4C(=C3O)C(=O)C5=CC=CC=C5C4=O)O)(C(=O)C)O)N)O. Cell line: NCI-H322M. Synergy scores: CSS=46.0, Synergy_ZIP=-2.36, Synergy_Bliss=-2.08, Synergy_Loewe=-5.99, Synergy_HSA=-0.701. (4) Drug 1: CC(C1=C(C=CC(=C1Cl)F)Cl)OC2=C(N=CC(=C2)C3=CN(N=C3)C4CCNCC4)N. Drug 2: COC1=C2C(=CC3=C1OC=C3)C=CC(=O)O2. Cell line: MALME-3M. Synergy scores: CSS=4.19, Synergy_ZIP=-0.209, Synergy_Bliss=1.35, Synergy_Loewe=-5.64, Synergy_HSA=-1.09. (5) Drug 1: CN1CCC(CC1)COC2=C(C=C3C(=C2)N=CN=C3NC4=C(C=C(C=C4)Br)F)OC. Drug 2: CCC(=C(C1=CC=CC=C1)C2=CC=C(C=C2)OCCN(C)C)C3=CC=CC=C3.C(C(=O)O)C(CC(=O)O)(C(=O)O)O. Cell line: HOP-62. Synergy scores: CSS=1.78, Synergy_ZIP=2.24, Synergy_Bliss=5.91, Synergy_Loewe=-1.39, Synergy_HSA=0.296.